The task is: Predict the reaction yield, written as a fraction of the theoretical maximum amount of product (1.0 means a 100% yield; for example, 0.34 means a 34% yield).. This data is from Reaction yield outcomes from USPTO patents with 853,638 reactions. (1) The reactants are [F:1][C:2]1[CH:10]=[C:9]2[C:5]([C:6]([C:20]3[CH:21]=[N:22][N:23]([C@@H:25]4[CH2:28][C@H:27]([C:29](O)=[O:30])[CH2:26]4)[CH:24]=3)=[CH:7][N:8]2[S:11]([C:14]2[CH:19]=[CH:18][CH:17]=[CH:16][CH:15]=2)(=[O:13])=[O:12])=[CH:4][CH:3]=1.CC[N:34](CC)CC.[NH4+].[Cl-].CN(C(ON1N=NC2C=CC=NC1=2)=[N+](C)C)C.F[P-](F)(F)(F)(F)F. The catalyst is C1COCC1.O. The product is [F:1][C:2]1[CH:10]=[C:9]2[C:5]([C:6]([C:20]3[CH:21]=[N:22][N:23]([C@@H:25]4[CH2:26][C@H:27]([C:29]([NH2:34])=[O:30])[CH2:28]4)[CH:24]=3)=[CH:7][N:8]2[S:11]([C:14]2[CH:15]=[CH:16][CH:17]=[CH:18][CH:19]=2)(=[O:13])=[O:12])=[CH:4][CH:3]=1. The yield is 0.980. (2) The reactants are [NH2:1][C:2]1[C:11]2[CH:10]=[CH:9][CH:8]=[C:7](Br)[C:6]=2[N:5]=[C:4]2[CH2:13][N:14]([CH:17]3[CH2:20][CH2:19][CH2:18]3)[C:15](=[O:16])[C:3]=12.[F:21][C:22]1[C:27]([O:28][CH3:29])=[CH:26][CH:25]=[CH:24][C:23]=1B(O)O. No catalyst specified. The product is [NH2:1][C:2]1[C:11]2[CH:10]=[CH:9][CH:8]=[C:7]([C:23]3[CH:24]=[CH:25][CH:26]=[C:27]([O:28][CH3:29])[C:22]=3[F:21])[C:6]=2[N:5]=[C:4]2[CH2:13][N:14]([CH:17]3[CH2:20][CH2:19][CH2:18]3)[C:15](=[O:16])[C:3]=12. The yield is 0.840. (3) The reactants are [F:1][C:2]1([F:47])[CH2:5][CH:4]([NH:6][C:7]([NH:9][C@:10]([C:32]2[CH:37]=[CH:36][C:35]([F:38])=[C:34](/[CH:39]=C/C3C=CC=CC=3)[CH:33]=2)([C:18]2[CH:23]=[C:22]([O:24][C:25]([F:30])([F:29])[CH:26]([F:28])[F:27])[CH:21]=[C:20]([F:31])[CH:19]=2)[CH2:11][C:12]2[CH:17]=[CH:16][CH:15]=[CH:14][CH:13]=2)=[O:8])[CH2:3]1.C[N+]1([O-])CC[O:52]CC1. The catalyst is C(Cl)Cl. The product is [F:1][C:2]1([F:47])[CH2:5][CH:4]([NH:6][C:7]([NH:9][C@:10]([C:32]2[CH:37]=[CH:36][C:35]([F:38])=[C:34]([CH:39]=[O:52])[CH:33]=2)([C:18]2[CH:23]=[C:22]([O:24][C:25]([F:29])([F:30])[CH:26]([F:28])[F:27])[CH:21]=[C:20]([F:31])[CH:19]=2)[CH2:11][C:12]2[CH:13]=[CH:14][CH:15]=[CH:16][CH:17]=2)=[O:8])[CH2:3]1. The yield is 0.230. (4) The reactants are [CH2:1](Br)Br.[F:4][C:5]([F:37])([F:36])[C:6]1[CH:11]=[CH:10][C:9]([C:12]2[CH:13]=[C:14]([CH:33]=[CH:34][CH:35]=2)[CH2:15][O:16][C:17]2[CH:18]=[C:19]3[C:24](=[CH:25][CH:26]=2)[CH:23]([CH2:27][C:28]([O:30][CH3:31])=[O:29])[C:22](=O)[CH2:21][CH2:20]3)=[CH:8][CH:7]=1. The catalyst is C1COCC1.Cl[Ti](Cl)(Cl)Cl.[Zn]. The product is [F:36][C:5]([F:37])([F:4])[C:6]1[CH:11]=[CH:10][C:9]([C:12]2[CH:13]=[C:14]([CH:33]=[CH:34][CH:35]=2)[CH2:15][O:16][C:17]2[CH:18]=[C:19]3[C:24](=[CH:25][CH:26]=2)[CH:23]([CH2:27][C:28]([O:30][CH3:31])=[O:29])[C:22](=[CH2:1])[CH2:21][CH2:20]3)=[CH:8][CH:7]=1. The yield is 0.180. (5) The reactants are Cl[C:2]1[C:11]([N:12]([CH:14]([CH3:16])[CH3:15])[CH3:13])=[N:10][C:9]2[C:4](=[CH:5][CH:6]=[C:7]([C:17]([O:19][CH3:20])=[O:18])[CH:8]=2)[N:3]=1.[NH:21]1[CH:25]=[C:24](B(O)O)[CH:23]=[N:22]1.[O-]P([O-])([O-])=O.[K+].[K+].[K+]. The catalyst is O1CCOCC1.O.C1C=CC([P]([Pd]([P](C2C=CC=CC=2)(C2C=CC=CC=2)C2C=CC=CC=2)([P](C2C=CC=CC=2)(C2C=CC=CC=2)C2C=CC=CC=2)[P](C2C=CC=CC=2)(C2C=CC=CC=2)C2C=CC=CC=2)(C2C=CC=CC=2)C2C=CC=CC=2)=CC=1. The product is [CH:14]([N:12]([CH3:13])[C:11]1[C:2]([C:24]2[CH:25]=[N:21][NH:22][CH:23]=2)=[N:3][C:4]2[C:9]([N:10]=1)=[CH:8][C:7]([C:17]([O:19][CH3:20])=[O:18])=[CH:6][CH:5]=2)([CH3:16])[CH3:15]. The yield is 0.586. (6) The reactants are C(N(CC)CC)C.[NH:8]1[CH2:18][CH2:17][CH:11]([C:12]([O:14][CH2:15][CH3:16])=[O:13])[CH2:10][CH2:9]1.Cl[C:20]1[N:21]=[CH:22][C:23]2[CH:29]=[CH:28][CH2:27][N:26]([NH:30][CH2:31][C:32]3[CH:37]=[CH:36][C:35]4[O:38][CH2:39][O:40][C:34]=4[CH:33]=3)[C:24]=2[N:25]=1.O. The catalyst is O1CCCC1. The product is [CH2:15]([O:14][C:12]([CH:11]1[CH2:10][CH2:9][N:8]([C:20]2[N:21]=[CH:22][C:23]3[CH:29]=[CH:28][CH2:27][N:26]([NH:30][CH2:31][C:32]4[CH:37]=[CH:36][C:35]5[O:38][CH2:39][O:40][C:34]=5[CH:33]=4)[C:24]=3[N:25]=2)[CH2:18][CH2:17]1)=[O:13])[CH3:16]. The yield is 1.00. (7) The reactants are [CH3:1][O:2][C:3]1[CH:4]=[C:5]2[C:10](=[CH:11][C:12]=1[O:13][CH3:14])[N:9]=[CH:8][CH:7]=[C:6]2[O:15][C:16]1[CH:22]=[CH:21][C:19]([NH2:20])=[C:18]([CH3:23])[C:17]=1[CH3:24].[C:25]1(C)C=CC=CC=1.C(N([CH2:37][CH3:38])CC)C.ClC(Cl)(O[C:43](=[O:49])[O:44][C:45](Cl)(Cl)Cl)Cl.COC1C=[C:55]([CH:58]=[C:59]([O:61][CH3:62])C=1)[CH2:56][OH:57]. The catalyst is C(Cl)Cl. The product is [CH3:1][O:2][C:3]1[CH:4]=[C:5]2[C:10](=[CH:11][C:12]=1[O:13][CH3:14])[N:9]=[CH:8][CH:7]=[C:6]2[O:15][C:16]1[CH:22]=[CH:21][C:19]([NH:20][C:43](=[O:49])[O:44][CH2:45][C:38]2[CH:37]=[C:59]([O:61][CH3:62])[CH:58]=[CH:55][C:56]=2[O:57][CH3:25])=[C:18]([CH3:23])[C:17]=1[CH3:24]. The yield is 0.600. (8) The reactants are Br[CH:2]([F:8])[C:3]([O:5][CH2:6][CH3:7])=[O:4].[P:9](OCC)([O:14][CH2:15][CH3:16])([O:11][CH2:12][CH3:13])=[O:10]. No catalyst specified. The product is [CH2:12]([O:11][P:9]([CH:2]([F:8])[C:3]([O:5][CH2:6][CH3:7])=[O:4])([O:14][CH2:15][CH3:16])=[O:10])[CH3:13]. The yield is 0.920. (9) The reactants are [O:1]1[C:5]2[CH:6]=[CH:7][CH:8]=[CH:9][C:4]=2[CH:3]=[CH:2]1.[CH3:10]S(C)=O.C1(=O)C=CC(=O)C=C1. The catalyst is C(Cl)Cl. The product is [O:1]1[C:5]2[C:4](=[CH:9][CH:8]=[CH:7][CH:6]=2)[CH:3]=[CH:2][CH2:10]1. The yield is 0.120.